The task is: Predict the reactants needed to synthesize the given product.. This data is from Full USPTO retrosynthesis dataset with 1.9M reactions from patents (1976-2016). (1) The reactants are: ClC1N=C(C2SC(C(C)C)=NC=2C2C=C(N[S:23]([C:26]3[C:31]([F:32])=[CH:30][CH:29]=[CH:28][C:27]=3[F:33])(=[O:25])=[O:24])C=CC=2)C=CN=1.[Cl:34][C:35]1[N:40]=[C:39]([C:41]2[S:45][C:44]([N:46]3[CH2:51][CH2:50][O:49][CH2:48][CH2:47]3)=[N:43][C:42]=2[C:52]2[C:53]([O:59][CH3:60])=[C:54]([CH:56]=[CH:57][CH:58]=2)[NH2:55])[CH:38]=[CH:37][N:36]=1.FC1C=CC=C(F)C=1S(Cl)(=O)=O. Given the product [Cl:34][C:35]1[N:40]=[C:39]([C:41]2[S:45][C:44]([N:46]3[CH2:47][CH2:48][O:49][CH2:50][CH2:51]3)=[N:43][C:42]=2[C:52]2[C:53]([O:59][CH3:60])=[C:54]([NH:55][S:23]([C:26]3[C:31]([F:32])=[CH:30][CH:29]=[CH:28][C:27]=3[F:33])(=[O:25])=[O:24])[CH:56]=[CH:57][CH:58]=2)[CH:38]=[CH:37][N:36]=1, predict the reactants needed to synthesize it. (2) Given the product [IH:22].[NH:9]=[C:10]1[CH:15]=[CH:14][CH:13]=[CH:12][N:11]1[NH2:1], predict the reactants needed to synthesize it. The reactants are: [NH2:1]OS(O)(=O)=O.[OH-].[K+].[NH2:9][C:10]1[CH:15]=[CH:14][CH:13]=[CH:12][N:11]=1.C(=O)([O-])[O-].[K+].[K+].[IH:22]. (3) Given the product [F:24][C:21]1[CH:22]=[C:23]2[C:18](=[CH:19][CH:20]=1)[NH:17][CH:16]=[C:15]2[CH2:14][CH2:13][CH2:12][N:28]1[CH2:29][CH2:30][N:25]([C:31]2[N:36]=[C:35]([C:37]([F:40])([F:38])[F:39])[CH:34]=[CH:33][N:32]=2)[CH2:26][CH2:27]1, predict the reactants needed to synthesize it. The reactants are: CC1C=CC(S(O[CH2:12][CH2:13][CH2:14][C:15]2[C:23]3[C:18](=[CH:19][CH:20]=[C:21]([F:24])[CH:22]=3)[NH:17][CH:16]=2)(=O)=O)=CC=1.[N:25]1([C:31]2[N:36]=[C:35]([C:37]([F:40])([F:39])[F:38])[CH:34]=[CH:33][N:32]=2)[CH2:30][CH2:29][NH:28][CH2:27][CH2:26]1.C(=O)([O-])[O-].[K+].[K+].[I-].[K+]. (4) Given the product [CH3:13][C:14]1[CH:19]=[C:18]([N:20]2[N:21]=[C:22]3[C:23]([CH:25]=[CH:26][CH:27]=[CH:28]3)=[N:24]2)[C:17]([OH:30])=[C:16]([CH2:31][CH:1]=[CH2:2])[CH:15]=1, predict the reactants needed to synthesize it. The reactants are: [C:1]([O-])(=O)[CH2:2]C.C(C(CCCC)COC(=O)C[CH2:13][C:14]1[CH:19]=[C:18]([N:20]2[N:24]=[C:23]3[CH:25]=[CH:26][C:27](Cl)=[CH:28][C:22]3=[N:21]2)[C:17]([OH:30])=[C:16]([C:31](C)(C)C)[CH:15]=1)C. (5) Given the product [OH:2][CH2:1][CH2:3][NH:4][C:13](=[O:14])[O:12][C:9]([CH3:11])([CH3:10])[CH3:8], predict the reactants needed to synthesize it. The reactants are: [CH2:1]([CH2:3][NH2:4])[OH:2].C(Cl)Cl.[CH3:8][C:9]([O:12][C:13](O[C:13]([O:12][C:9]([CH3:11])([CH3:10])[CH3:8])=[O:14])=[O:14])([CH3:11])[CH3:10]. (6) Given the product [C:9]([C@@:11]1([CH2:60][F:61])[CH2:16][CH2:15][C:14]([C:17]2[C:18]([CH3:59])([CH3:58])[C@H:19]3[C@:32]([CH3:35])([CH2:33][CH:34]=2)[C@@H:31]2[C@:22]([CH3:57])([C@@:23]4([CH3:56])[C@H:28]([CH2:29][CH2:30]2)[C@H:27]2[C@H:36]([C:39]([CH3:41])=[CH2:40])[CH2:37][CH2:38][C@:26]2([NH:42][CH2:43][CH2:44][N:45]2[CH2:50][CH2:49][S:48][CH2:47][CH:46]2[C:51]([OH:53])=[O:52])[CH2:25][CH2:24]4)[CH2:21][CH2:20]3)=[CH:13][CH2:12]1)([OH:10])=[O:8], predict the reactants needed to synthesize it. The reactants are: C([O:8][C:9]([C@@:11]1([CH2:60][F:61])[CH2:16][CH2:15][C:14]([C:17]2[C:18]([CH3:59])([CH3:58])[C@H:19]3[C@:32]([CH3:35])([CH2:33][CH:34]=2)[C@@H:31]2[C@:22]([CH3:57])([C@@:23]4([CH3:56])[C@H:28]([CH2:29][CH2:30]2)[C@H:27]2[C@H:36]([C:39]([CH3:41])=[CH2:40])[CH2:37][CH2:38][C@:26]2([NH:42][CH2:43][CH2:44][N:45]2[CH2:50][CH2:49][S:48][CH2:47][CH:46]2[C:51]([O:53]CC)=[O:52])[CH2:25][CH2:24]4)[CH2:21][CH2:20]3)=[CH:13][CH2:12]1)=[O:10])C1C=CC=CC=1.[OH-].[Na+]. (7) Given the product [CH2:28]([N:8]1[C:7](=[O:30])[NH:6][C:10]([C:11]2[C:19]3[C:14](=[N:15][CH:16]=[CH:17][CH:18]=3)[N:13]([CH2:20][C:21]3[CH:26]=[CH:25][CH:24]=[CH:23][C:22]=3[F:27])[N:12]=2)=[N:9]1)[CH3:29], predict the reactants needed to synthesize it. The reactants are: COC1C=C(OC)C=CC=1C[N:6]1[C:10]([C:11]2[C:19]3[C:14](=[N:15][CH:16]=[CH:17][CH:18]=3)[N:13]([CH2:20][C:21]3[CH:26]=[CH:25][CH:24]=[CH:23][C:22]=3[F:27])[N:12]=2)=[N:9][N:8]([CH2:28][CH3:29])[C:7]1=[O:30].C1(C)C=CC(S(O)(=O)=O)=CC=1.